This data is from Reaction yield outcomes from USPTO patents with 853,638 reactions. The task is: Predict the reaction yield, written as a fraction of the theoretical maximum amount of product (1.0 means a 100% yield; for example, 0.34 means a 34% yield). (1) The reactants are Br[C:2]1[CH:10]=[CH:9][CH:8]=[C:7]2[C:3]=1[CH2:4][CH2:5][C@@H:6]2[NH:11][C:12](=[O:18])[O:13][C:14]([CH3:17])([CH3:16])[CH3:15].[CH3:19][C:20]1([CH3:36])[C:24]([CH3:26])([CH3:25])[O:23][B:22]([B:22]2[O:23][C:24]([CH3:26])([CH3:25])[C:20]([CH3:36])([CH3:19])[O:21]2)[O:21]1.C([O-])(=O)C.[K+].N#N.C(Cl)Cl. The catalyst is O1CCOCC1.C1C=CC(P(C2C=CC=CC=2)[C-]2C=CC=C2)=CC=1.C1C=CC(P(C2C=CC=CC=2)[C-]2C=CC=C2)=CC=1.Cl[Pd]Cl.[Fe+2]. The product is [CH3:19][C:20]1([CH3:36])[C:24]([CH3:26])([CH3:25])[O:23][B:22]([C:2]2[CH:10]=[CH:9][CH:8]=[C:7]3[C:3]=2[CH2:4][CH2:5][C@@H:6]3[NH:11][C:12](=[O:18])[O:13][C:14]([CH3:17])([CH3:16])[CH3:15])[O:21]1. The yield is 0.870. (2) The reactants are [NH2:1][C:2]1[C:3]([Cl:12])=[C:4]([CH:9]=[CH:10][CH:11]=1)[C:5]([O:7]C)=O.[F:13][C:14]1[CH:19]=[CH:18][C:17]([F:20])=[CH:16][C:15]=1[S:21](Cl)(=[O:23])=[O:22].[Li+].C[Si]([N-][Si](C)(C)C)(C)C.[Cl:35][C:36]1[N:41]=[C:40]([CH3:42])[CH:39]=[CH:38][N:37]=1. The catalyst is N1C=CC=CC=1.C1COCC1. The product is [Cl:12][C:3]1[C:4](/[C:5](/[OH:7])=[CH:42]\[C:40]2[CH:39]=[CH:38][N:37]=[C:36]([Cl:35])[N:41]=2)=[CH:9][CH:10]=[CH:11][C:2]=1[NH:1][S:21]([C:15]1[CH:16]=[C:17]([F:20])[CH:18]=[CH:19][C:14]=1[F:13])(=[O:23])=[O:22]. The yield is 0.168.